This data is from Full USPTO retrosynthesis dataset with 1.9M reactions from patents (1976-2016). The task is: Predict the reactants needed to synthesize the given product. Given the product [CH:24]1([S:21]([C:17]2[N:16]=[N:15][C:14]([NH:13][S:10]([CH2:9][C:4]3[CH:5]=[C:6]([Cl:8])[CH:7]=[C:2]([Cl:1])[CH:3]=3)(=[O:11])=[O:12])=[C:19]([OH:20])[CH:18]=2)(=[O:23])=[O:22])[CH2:33][CH2:32][CH2:37][CH2:25]1, predict the reactants needed to synthesize it. The reactants are: [Cl:1][C:2]1[CH:3]=[C:4]([CH2:9][S:10]([NH:13][C:14]2[N:15]=[N:16][C:17]([S:21]([CH2:24][CH3:25])(=[O:23])=[O:22])=[CH:18][C:19]=2[OH:20])(=[O:12])=[O:11])[CH:5]=[C:6]([Cl:8])[CH:7]=1.CS(N)(=O)=O.Cl[C:32]1[CH:33]=C(CS(NC2N=NC(S(CC)(=O)=O)=CC=2OC)(=O)=O)C=C(Cl)[CH:37]=1.